Dataset: Forward reaction prediction with 1.9M reactions from USPTO patents (1976-2016). Task: Predict the product of the given reaction. (1) Given the reactants Br[C:2]1[C:10]2[N:9]3[CH2:11][CH2:12][CH2:13][NH:14][C:15](=[O:16])[C:8]3=[CH:7][C:6]=2[CH:5]=[C:4]([F:17])[CH:3]=1.[CH2:18](B(O)O)[CH:19]([CH3:21])[CH3:20], predict the reaction product. The product is: [F:17][C:4]1[CH:3]=[C:2]([CH2:18][CH:19]([CH3:21])[CH3:20])[C:10]2[N:9]3[CH2:11][CH2:12][CH2:13][NH:14][C:15](=[O:16])[C:8]3=[CH:7][C:6]=2[CH:5]=1. (2) Given the reactants Cl[C:2]1[CH:7]=[CH:6][N:5]=[C:4]([S:8][CH3:9])[N:3]=1.C(=O)([O-])[O-].[Na+].[Na+].[F:16][C:17]([F:28])([F:27])[C:18]1[CH:23]=[CH:22][C:21](B(O)O)=[CH:20][CH:19]=1, predict the reaction product. The product is: [CH3:9][S:8][C:4]1[N:3]=[C:2]([C:21]2[CH:22]=[CH:23][C:18]([C:17]([F:28])([F:27])[F:16])=[CH:19][CH:20]=2)[CH:7]=[CH:6][N:5]=1. (3) Given the reactants Cl.[NH2:2][C@@H:3]1[C:11]2[C:6](=[C:7]([C:12]3[S:16][C:15]([C:17]4[CH:18]=[CH:19][C:20]([O:25][CH:26]([CH3:28])[CH3:27])=[C:21]([CH:24]=4)[C:22]#[N:23])=[N:14][N:13]=3)[CH:8]=[CH:9][CH:10]=2)[CH2:5][CH2:4]1.CCN(C(C)C)C(C)C.[CH3:38][S:39]([CH:42]=[CH2:43])(=[O:41])=[O:40], predict the reaction product. The product is: [CH:26]([O:25][C:20]1[CH:19]=[CH:18][C:17]([C:15]2[S:16][C:12]([C:7]3[CH:8]=[CH:9][CH:10]=[C:11]4[C:6]=3[CH2:5][CH2:4][C@@H:3]4[NH:2][CH2:43][CH2:42][S:39]([CH3:38])(=[O:41])=[O:40])=[N:13][N:14]=2)=[CH:24][C:21]=1[C:22]#[N:23])([CH3:28])[CH3:27]. (4) Given the reactants [O:1]1[CH2:6][CH2:5][N:4]([C:7]2[N:12]=[CH:11][C:10]([C:13]([O:15]CC)=[O:14])=[CH:9][N:8]=2)[CH2:3][CH2:2]1, predict the reaction product. The product is: [O:1]1[CH2:6][CH2:5][N:4]([C:7]2[N:8]=[CH:9][C:10]([C:13]([OH:15])=[O:14])=[CH:11][N:12]=2)[CH2:3][CH2:2]1. (5) Given the reactants [F:1][C:2]([F:7])([F:6])[C:3](Cl)=[O:4].[CH3:8][S:9][CH2:10][CH2:11][CH2:12][CH2:13][CH2:14][NH:15][C:16]1[C:25]2[C:20](=[CH:21][CH:22]=[CH:23][CH:24]=2)[N:19]=[CH:18][C:17]=1[NH2:26], predict the reaction product. The product is: [F:1][C:2]([F:7])([F:6])[C:3]([NH:26][C:17]1[CH:18]=[N:19][C:20]2[C:25]([C:16]=1[NH:15][CH2:14][CH2:13][CH2:12][CH2:11][CH2:10][S:9][CH3:8])=[CH:24][CH:23]=[CH:22][CH:21]=2)=[O:4]. (6) Given the reactants [F:1][C:2]([F:22])([F:21])[C:3]1[CH:20]=[CH:19][C:6]([CH2:7][N:8]2[CH:13]([C:14](O)=[O:15])[CH:12]3[CH2:17][CH2:18][CH:9]2[CH2:10][CH2:11]3)=[CH:5][CH:4]=1.Cl.[NH2:24][C@H:25]([C:27]1[CH:36]=[CH:35][C:30]([C:31]([O:33][CH3:34])=[O:32])=[CH:29][CH:28]=1)[CH3:26], predict the reaction product. The product is: [F:1][C:2]([F:22])([F:21])[C:3]1[CH:20]=[CH:19][C:6]([CH2:7][N:8]2[CH:13]([C:14]([NH:24][C@H:25]([C:27]3[CH:36]=[CH:35][C:30]([C:31]([O:33][CH3:34])=[O:32])=[CH:29][CH:28]=3)[CH3:26])=[O:15])[CH:12]3[CH2:11][CH2:10][CH:9]2[CH2:18][CH2:17]3)=[CH:5][CH:4]=1. (7) Given the reactants C(O)(C(F)(F)F)=O.[NH2:8][CH:9]([C:44]([F:47])([F:46])[F:45])[CH2:10][C:11]1[CH:42]=[CH:41][C:40]([Cl:43])=[CH:39][C:12]=1[CH2:13][NH:14][C:15](=[O:38])[C@@H:16]1[CH2:20][CH2:19][CH2:18][N:17]1[C:21](=[O:37])[C@H:22]([NH:29]C(OC(C)(C)C)=O)[CH:23]1[CH2:28][CH2:27][CH2:26][CH2:25][CH2:24]1, predict the reaction product. The product is: [NH2:29][C@H:22]([CH:23]1[CH2:24][CH2:25][CH2:26][CH2:27][CH2:28]1)[C:21]([N:17]1[CH2:18][CH2:19][CH2:20][C@H:16]1[C:15]([NH:14][CH2:13][C:12]1[CH:39]=[C:40]([Cl:43])[CH:41]=[CH:42][C:11]=1[CH2:10][CH:9]([NH2:8])[C:44]([F:46])([F:47])[F:45])=[O:38])=[O:37].